From a dataset of Reaction yield outcomes from USPTO patents with 853,638 reactions. Predict the reaction yield, written as a fraction of the theoretical maximum amount of product (1.0 means a 100% yield; for example, 0.34 means a 34% yield). The reactants are [C:1]([O:5][C:6]([NH:8][C@H:9]([C:20]([OH:22])=[O:21])[CH2:10][C:11]1[CH:16]=[CH:15][C:14]([N+:17]([O-:19])=[O:18])=[CH:13][CH:12]=1)=[O:7])([CH3:4])([CH3:3])[CH3:2].[CH:23]1(O)[CH2:27][CH2:26][CH2:25][CH2:24]1.C(Cl)CCl. The catalyst is CN(C=O)C.CN(C1C=CN=CC=1)C. The product is [C:1]([O:5][C:6]([NH:8][C@H:9]([C:20]([O:22][CH:23]1[CH2:27][CH2:26][CH2:25][CH2:24]1)=[O:21])[CH2:10][C:11]1[CH:12]=[CH:13][C:14]([N+:17]([O-:19])=[O:18])=[CH:15][CH:16]=1)=[O:7])([CH3:4])([CH3:2])[CH3:3]. The yield is 0.950.